Dataset: NCI-60 drug combinations with 297,098 pairs across 59 cell lines. Task: Regression. Given two drug SMILES strings and cell line genomic features, predict the synergy score measuring deviation from expected non-interaction effect. Drug 1: CNC(=O)C1=NC=CC(=C1)OC2=CC=C(C=C2)NC(=O)NC3=CC(=C(C=C3)Cl)C(F)(F)F. Drug 2: C1=NC2=C(N1)C(=S)N=CN2. Cell line: RPMI-8226. Synergy scores: CSS=34.6, Synergy_ZIP=-1.67, Synergy_Bliss=0.314, Synergy_Loewe=2.02, Synergy_HSA=2.77.